Dataset: Merck oncology drug combination screen with 23,052 pairs across 39 cell lines. Task: Regression. Given two drug SMILES strings and cell line genomic features, predict the synergy score measuring deviation from expected non-interaction effect. (1) Drug 1: Cn1nnc2c(C(N)=O)ncn2c1=O. Drug 2: CS(=O)(=O)CCNCc1ccc(-c2ccc3ncnc(Nc4ccc(OCc5cccc(F)c5)c(Cl)c4)c3c2)o1. Cell line: SW620. Synergy scores: synergy=9.66. (2) Drug 1: O=S1(=O)NC2(CN1CC(F)(F)F)C1CCC2Cc2cc(C=CCN3CCC(C(F)(F)F)CC3)ccc2C1. Drug 2: CS(=O)(=O)CCNCc1ccc(-c2ccc3ncnc(Nc4ccc(OCc5cccc(F)c5)c(Cl)c4)c3c2)o1. Cell line: HCT116. Synergy scores: synergy=12.2. (3) Drug 1: CC(=O)OC1C(=O)C2(C)C(O)CC3OCC3(OC(C)=O)C2C(OC(=O)c2ccccc2)C2(O)CC(OC(=O)C(O)C(NC(=O)c3ccccc3)c3ccccc3)C(C)=C1C2(C)C. Drug 2: CC(C)CC(NC(=O)C(Cc1ccccc1)NC(=O)c1cnccn1)B(O)O. Cell line: ES2. Synergy scores: synergy=-30.4.